This data is from Catalyst prediction with 721,799 reactions and 888 catalyst types from USPTO. The task is: Predict which catalyst facilitates the given reaction. Reactant: [O:1]1[C@:3]2([CH2:8][CH2:7][CH2:6][C@H:5]([CH2:9][N:10]3[C:14]4[CH:15]=[C:16]([C:19]#[N:20])[CH:17]=[CH:18][C:13]=4[N:12]=[CH:11]3)[CH2:4]2)[CH2:2]1.[NH3:21]. Product: [NH2:21][CH2:2][C@:3]1([OH:1])[CH2:8][CH2:7][CH2:6][C@H:5]([CH2:9][N:10]2[C:14]3[CH:15]=[C:16]([C:19]#[N:20])[CH:17]=[CH:18][C:13]=3[N:12]=[CH:11]2)[CH2:4]1. The catalyst class is: 5.